From a dataset of Catalyst prediction with 721,799 reactions and 888 catalyst types from USPTO. Predict which catalyst facilitates the given reaction. (1) Reactant: [Br:1][C:2]1[CH:10]=[C:9]2[C:5]([C:6](=[O:12])C(=O)[NH:8]2)=[C:4]([F:13])[CH:3]=1.[OH:14]O. Product: [NH2:8][C:9]1[CH:10]=[C:2]([Br:1])[CH:3]=[C:4]([F:13])[C:5]=1[C:6]([OH:12])=[O:14]. The catalyst class is: 74. (2) Reactant: Cl.[NH2:2][C@@H:3]([CH2:6][C:7]1[CH:12]=[CH:11][C:10]([OH:13])=[CH:9][CH:8]=1)[CH2:4][OH:5].[CH:14](=O)[C:15]1[CH:20]=[CH:19][CH:18]=[CH:17][CH:16]=1.C(O[BH-](OC(=O)C)OC(=O)C)(=O)C.[Na+].C(=O)(O)[O-].[Na+]. Product: [CH2:14]([NH:2][C@@H:3]([CH2:6][C:7]1[CH:8]=[CH:9][C:10]([OH:13])=[CH:11][CH:12]=1)[CH2:4][OH:5])[C:15]1[CH:20]=[CH:19][CH:18]=[CH:17][CH:16]=1. The catalyst class is: 411. (3) Reactant: [NH2:1][C:2]1[N:7]=[C:6]([C:8]2[O:9][CH:10]=[CH:11][CH:12]=2)[C:5]([C:13]#[N:14])=[C:4](S(C)=O)[N:3]=1.[C:18]1([S:24][CH2:25][CH2:26][NH2:27])[CH:23]=[CH:22][CH:21]=[CH:20][CH:19]=1. Product: [NH2:1][C:2]1[N:7]=[C:6]([C:8]2[O:9][CH:10]=[CH:11][CH:12]=2)[C:5]([C:13]#[N:14])=[C:4]([NH:27][CH2:26][CH2:25][S:24][C:18]2[CH:23]=[CH:22][CH:21]=[CH:20][CH:19]=2)[N:3]=1. The catalyst class is: 57. (4) Reactant: C[Si](C=[N+]=[N-])(C)C.[Br:8][C:9]1[CH:14]=[CH:13][CH:12]=[CH:11][C:10]=1[CH2:15][C:16]([OH:18])=[O:17].[C:19](O)(=O)C. Product: [CH3:19][O:17][C:16](=[O:18])[CH2:15][C:10]1[CH:11]=[CH:12][CH:13]=[CH:14][C:9]=1[Br:8]. The catalyst class is: 442. (5) Reactant: CCN=C=NCCCN(C)C.Cl.[O:13]=[C:14]1[N:18]([CH:19]([C:23]2[CH:28]=[CH:27][CH:26]=[CH:25][CH:24]=2)[C:20]([OH:22])=O)[C:17]2[CH:29]=[CH:30][CH:31]=[CH:32][C:16]=2[NH:15]1.C1C=CC2N(O)N=NC=2C=1.[N:43]1[CH:48]=[CH:47][C:46]([N:49]2[CH2:54][CH2:53][NH:52][CH2:51][CH2:50]2)=[CH:45][CH:44]=1.C(N(C(C)C)C(C)C)C.C(=O)([O-])[O-].[K+].[K+]. Product: [O:22]=[C:20]([N:52]1[CH2:53][CH2:54][N:49]([C:46]2[CH:47]=[CH:48][N:43]=[CH:44][CH:45]=2)[CH2:50][CH2:51]1)[CH:19]([N:18]1[C:17]2[CH:29]=[CH:30][CH:31]=[CH:32][C:16]=2[NH:15][C:14]1=[O:13])[C:23]1[CH:24]=[CH:25][CH:26]=[CH:27][CH:28]=1. The catalyst class is: 4. (6) Reactant: [F:1][C:2]1[C:3]2[C:4](=[C:20]([CH3:23])[O:21][N:22]=2)[N:5]=[C:6](C(O)=O)[C:7]=1[NH:8][C:9]1[CH:14]=[CH:13][C:12]([I:15])=[CH:11][C:10]=1[F:16].C([N:26]([CH2:29]C)CC)C.C1(P(N=[N+]=[N-])(C2C=CC=CC=2)=[O:38])C=CC=CC=1. Product: [F:1][C:2]1[C:3]2=[N:22][O:21][C:20]([CH3:23])=[C:4]2[N:5]=[C:6]2[NH:26][C:29](=[O:38])[N:8]([C:9]3[CH:14]=[CH:13][C:12]([I:15])=[CH:11][C:10]=3[F:16])[C:7]=12. The catalyst class is: 11.